From a dataset of Catalyst prediction with 721,799 reactions and 888 catalyst types from USPTO. Predict which catalyst facilitates the given reaction. (1) Reactant: [Br:1][C:2]1[NH:3][C:4](I)=[C:5]([N+:7]([O-:9])=[O:8])[N:6]=1.C(O)(C)C.C(N(CC)CC)C.[H][H]. Product: [Br:1][C:2]1[NH:3][CH:4]=[C:5]([N+:7]([O-:9])=[O:8])[N:6]=1. The catalyst class is: 6. (2) Reactant: C([N:8]([CH:27]1[CH2:30][N:29]([S:31]([C:34]2[CH:39]=[CH:38][C:37]([O:40][CH2:41][CH2:42][CH2:43][CH3:44])=[CH:36][CH:35]=2)(=[O:33])=[O:32])[CH2:28]1)[CH2:9][CH:10]([OH:26])[CH2:11][O:12][C:13]1[C:25]2[C:24]3[C:19](=[CH:20][CH:21]=[CH:22][CH:23]=3)[NH:18][C:17]=2[CH:16]=[CH:15][CH:14]=1)C1C=CC=CC=1.C([O-])=O.[NH4+]. Product: [CH2:41]([O:40][C:37]1[CH:38]=[CH:39][C:34]([S:31]([N:29]2[CH2:28][CH:27]([NH:8][CH2:9][CH:10]([OH:26])[CH2:11][O:12][C:13]3[C:25]4[C:24]5[C:19](=[CH:20][CH:21]=[CH:22][CH:23]=5)[NH:18][C:17]=4[CH:16]=[CH:15][CH:14]=3)[CH2:30]2)(=[O:33])=[O:32])=[CH:35][CH:36]=1)[CH2:42][CH2:43][CH3:44]. The catalyst class is: 19.